Dataset: Catalyst prediction with 721,799 reactions and 888 catalyst types from USPTO. Task: Predict which catalyst facilitates the given reaction. (1) Reactant: [C:1](O)(=O)C.C(O)(=O)C.[OH:9][CH2:10][C@@H:11]1[C@@:16]([CH3:37])([C@H:17]2[CH2:25][CH2:24][C@@:23]3(C)[C@@H:19]([CH2:20][CH2:21][C:22]3=[CH2:27])[C@@H:18]2[CH2:28][NH:29][CH:30]2[CH2:35][CH2:34][N:33]([CH3:36])[CH2:32][CH2:31]2)[CH2:15][CH2:14][C@H:13]([OH:38])[CH2:12]1.[OH-].[Na+]. Product: [CH3:27][C:22]1([CH3:1])[C:23]2[CH2:24][CH2:25][C@H:17]([C@@:16]3([CH3:37])[CH2:15][CH2:14][C@H:13]([OH:38])[CH2:12][C@@H:11]3[CH2:10][OH:9])[C@@H:18]([CH2:28][NH:29][CH:30]3[CH2:31][CH2:32][N:33]([CH3:36])[CH2:34][CH2:35]3)[C:19]=2[CH2:20][CH2:21]1. The catalyst class is: 33. (2) Reactant: [C:1]([O:4][C@@H:5]([C@:16]12[CH2:51][C:50](=[O:52])[C:49]([CH:53]([CH3:55])[CH3:54])=[C:17]1[C@@H:18]1[C@@:31]([CH3:34])([CH2:32][CH2:33]2)[C@@:30]2([CH3:35])[C@@H:21]([C@:22]3([CH3:48])[C@@H:27]([CH2:28][CH2:29]2)[C:26]([CH3:37])([CH3:36])[C@@H:25]([O:38][C:39](=[O:47])[CH2:40][C:41]([CH3:46])([CH3:45])[C:42]([OH:44])=[O:43])[CH2:24][CH2:23]3)[CH2:20][CH2:19]1)[CH2:6][NH:7][CH2:8][C:9]1[CH:14]=[CH:13][C:12]([Cl:15])=[CH:11][CH:10]=1)(=[O:3])[CH3:2].C=O.[BH3-][C:59]#N.[Na+]. Product: [C:1]([O:4][C@@H:5]([C@:16]12[CH2:51][C:50](=[O:52])[C:49]([CH:53]([CH3:55])[CH3:54])=[C:17]1[C@@H:18]1[C@@:31]([CH3:34])([CH2:32][CH2:33]2)[C@@:30]2([CH3:35])[C@@H:21]([C@:22]3([CH3:48])[C@@H:27]([CH2:28][CH2:29]2)[C:26]([CH3:37])([CH3:36])[C@@H:25]([O:38][C:39](=[O:47])[CH2:40][C:41]([CH3:45])([CH3:46])[C:42]([OH:44])=[O:43])[CH2:24][CH2:23]3)[CH2:20][CH2:19]1)[CH2:6][N:7]([CH2:8][C:9]1[CH:10]=[CH:11][C:12]([Cl:15])=[CH:13][CH:14]=1)[CH3:59])(=[O:3])[CH3:2]. The catalyst class is: 5. (3) The catalyst class is: 5. Product: [OH2:3].[OH2:39].[NH2:31][C@H:32]([C:38]([OH:40])=[O:39])[CH2:33][CH2:34][CH2:35][CH2:36][NH2:37].[CH2:1]([O:3][CH:4]([CH2:19][O:20][C:21]1[CH:26]=[CH:25][C:24]([C:27]([F:29])([F:28])[F:30])=[CH:23][CH:22]=1)[CH2:5][S:6][C:7]1[CH:17]=[CH:16][C:10]([O:11][CH2:12][C:13]([OH:15])=[O:14])=[C:9]([CH3:18])[CH:8]=1)[CH3:2]. Reactant: [CH2:1]([O:3][CH:4]([CH2:19][O:20][C:21]1[CH:26]=[CH:25][C:24]([C:27]([F:30])([F:29])[F:28])=[CH:23][CH:22]=1)[CH2:5][S:6][C:7]1[CH:17]=[CH:16][C:10]([O:11][CH2:12][C:13]([OH:15])=[O:14])=[C:9]([CH3:18])[CH:8]=1)[CH3:2].[NH2:31][C@H:32]([C:38]([OH:40])=[O:39])[CH2:33][CH2:34][CH2:35][CH2:36][NH2:37].O. (4) Reactant: CC(OI1(OC(C)=O)(OC(C)=O)OC(=O)C2C=CC=CC1=2)=O.[S:23]1[C:28]2[CH:29]=[CH:30][C:31]([CH2:33][OH:34])=[CH:32][C:27]=2[NH:26][CH2:25][CH2:24]1. Product: [S:23]1[C:28]2[CH:29]=[CH:30][C:31]([CH:33]=[O:34])=[CH:32][C:27]=2[NH:26][CH2:25][CH2:24]1. The catalyst class is: 2. (5) Reactant: [C:1]1([P:7]([C:10]2[CH:15]=[CH:14][CH:13]=[CH:12][CH:11]=2)[O:8]C)[CH:6]=[CH:5][CH:4]=[CH:3][CH:2]=1.Cl[CH2:17][C:18](=[O:20])[CH3:19]. Product: [C:1]1([P:7]([C:10]2[CH:15]=[CH:14][CH:13]=[CH:12][CH:11]=2)(=[O:8])[O:17][C:18]([CH3:19])=[CH2:20])[CH:2]=[CH:3][CH:4]=[CH:5][CH:6]=1. The catalyst class is: 22. (6) Reactant: [N:1]1[CH:6]=[CH:5][CH:4]=[CH:3][C:2]=1[C:7]1[CH:12]=[CH:11][C:10]([S:13]([N:16]2[CH2:21][CH2:20][CH:19]([C:22](OC)=[O:23])[CH2:18][CH2:17]2)(=[O:15])=[O:14])=[CH:9][CH:8]=1.[BH4-].[Na+].O. Product: [N:1]1[CH:6]=[CH:5][CH:4]=[CH:3][C:2]=1[C:7]1[CH:8]=[CH:9][C:10]([S:13]([N:16]2[CH2:21][CH2:20][CH:19]([CH2:22][OH:23])[CH2:18][CH2:17]2)(=[O:14])=[O:15])=[CH:11][CH:12]=1. The catalyst class is: 5. (7) Reactant: [Cl:1][C:2]1[CH:35]=[CH:34][C:5]([CH2:6][N:7]2[C:12](=[N:13][C:14]3[CH:19]=[CH:18][C:17]([O:20][CH:21]([CH3:23])[CH3:22])=[C:16]([CH3:24])[CH:15]=3)[NH:11][C:10](=[O:25])[N:9]([CH2:26][C:27]([C:29]([O:31]C)=[O:30])=[O:28])[C:8]2=[O:33])=[CH:4][CH:3]=1.CO.[OH-].[Li+].C(O)(=O)CC(CC(O)=O)(C(O)=O)O. Product: [Cl:1][C:2]1[CH:3]=[CH:4][C:5]([CH2:6][N:7]2[C:12](=[N:13][C:14]3[CH:19]=[CH:18][C:17]([O:20][CH:21]([CH3:23])[CH3:22])=[C:16]([CH3:24])[CH:15]=3)[NH:11][C:10](=[O:25])[N:9]([CH2:26][C:27]([C:29]([OH:31])=[O:30])=[O:28])[C:8]2=[O:33])=[CH:34][CH:35]=1. The catalyst class is: 1. (8) Reactant: [Br:1][C:2]1[CH:3]=[CH:4][C:5]([O:10][C:11]2[CH:16]=[CH:15][C:14]([Cl:17])=[C:13]([Cl:18])[CH:12]=2)=[C:6]([CH:9]=1)[CH:7]=O.[CH3:19][NH2:20].[BH4-].[Na+]. Product: [Br:1][C:2]1[CH:3]=[CH:4][C:5]([O:10][C:11]2[CH:16]=[CH:15][C:14]([Cl:17])=[C:13]([Cl:18])[CH:12]=2)=[C:6]([CH:9]=1)[CH2:7][NH:20][CH3:19]. The catalyst class is: 5. (9) Reactant: Br[C:2]1[C:9]([O:10][C:11]2[CH:16]=[CH:15][C:14]([N+:17]([O-:19])=[O:18])=[CH:13][CH:12]=2)=[C:8]([O:20][CH:21]2[CH2:25][CH2:24][CH2:23][CH2:22]2)[CH:7]=[CH:6][C:3]=1[CH:4]=[O:5].C(=O)([O-])[O-].[Na+].[Na+].O. Product: [CH:21]1([O:20][C:8]2[C:9]3[O:10][C:11]4[CH:16]=[CH:15][C:14]([N+:17]([O-:19])=[O:18])=[CH:13][C:12]=4[C:2]=3[C:3]([CH:4]=[O:5])=[CH:6][CH:7]=2)[CH2:25][CH2:24][CH2:23][CH2:22]1. The catalyst class is: 613. (10) Reactant: [Br:1][C:2]1[CH:3]=[C:4]([CH:8]=[C:9]([Br:11])[CH:10]=1)[C:5](Cl)=O.[C:12]1([C:18]2[CH:19]=[C:20]([CH:23]=[CH:24][CH:25]=2)[C:21]#[N:22])[CH:17]=[CH:16][CH:15]=[CH:14][CH:13]=1.[Sb](Cl)(Cl)(Cl)(Cl)Cl.[NH3:32]. Product: [Br:1][C:2]1[CH:3]=[C:4]([C:5]2[N:22]=[C:21]([C:20]3[CH:19]=[C:18]([C:12]4[CH:17]=[CH:16][CH:15]=[CH:14][CH:13]=4)[CH:25]=[CH:24][CH:23]=3)[N:32]=[C:21]([C:20]3[CH:19]=[C:18]([C:12]4[CH:13]=[CH:14][CH:15]=[CH:16][CH:17]=4)[CH:25]=[CH:24][CH:23]=3)[N:22]=2)[CH:8]=[C:9]([Br:11])[CH:10]=1. The catalyst class is: 22.